From a dataset of Reaction yield outcomes from USPTO patents with 853,638 reactions. Predict the reaction yield, written as a fraction of the theoretical maximum amount of product (1.0 means a 100% yield; for example, 0.34 means a 34% yield). (1) The reactants are [F:1][C:2]1[CH:7]=[CH:6][C:5]([C:8]2([OH:30])[C:17](=O)[C:16]3[C:15]([C:19](OCC)=[O:20])=[CH:14][CH:13]=[CH:12][C:11]=3[NH:10][CH:9]2[C:24]2[N:25]([CH3:29])[CH:26]=[CH:27][N:28]=2)=[CH:4][CH:3]=1.O.[NH2:32][NH2:33]. The catalyst is CO. The product is [F:1][C:2]1[CH:3]=[CH:4][C:5]([C:8]2([OH:30])[C:17]3=[N:32][NH:33][C:19](=[O:20])[C:15]4[CH:14]=[CH:13][CH:12]=[C:11]([C:16]=43)[NH:10][CH:9]2[C:24]2[N:25]([CH3:29])[CH:26]=[CH:27][N:28]=2)=[CH:6][CH:7]=1. The yield is 0.800. (2) The reactants are [NH:1]1[C:5]2[CH:6]=[CH:7][CH:8]=[CH:9][C:4]=2[NH:3][C:2]1=[S:10].C(=O)([O-])[O-].[K+].[K+].Br[CH2:18][C:19]([O:21][CH2:22][CH3:23])=[O:20]. The catalyst is C(O)C. The product is [NH:1]1[C:5]2[CH:6]=[CH:7][CH:8]=[CH:9][C:4]=2[N:3]=[C:2]1[S:10][CH2:18][C:19]([O:21][CH2:22][CH3:23])=[O:20]. The yield is 0.370. (3) The reactants are [CH3:1][N:2]([CH3:20])[C:3]1[CH:8]=[C:7]([C:9]2[N:13]3[CH:14]=[CH:15][CH:16]=[CH:17][C:12]3=[N:11][C:10]=2[CH2:18][OH:19])[CH:6]=[CH:5][N:4]=1.CN1CCN(C2N=CC(C3N4C=CC=CC4=NC=3C=O)=CC=2)CC1. No catalyst specified. The product is [CH3:1][N:2]([CH3:20])[C:3]1[CH:8]=[C:7]([C:9]2[N:13]3[CH:14]=[CH:15][CH:16]=[CH:17][C:12]3=[N:11][C:10]=2[CH:18]=[O:19])[CH:6]=[CH:5][N:4]=1. The yield is 0.810. (4) The reactants are P(Cl)(Cl)([Cl:3])=O.[Br:6][C:7]1[CH:8]=[C:9]2[C:14](=[C:15]([N+:18]([O-:20])=[O:19])[C:16]=1[CH3:17])[N:13]=[CH:12][NH:11][C:10]2=O. No catalyst specified. The product is [Br:6][C:7]1[CH:8]=[C:9]2[C:14](=[C:15]([N+:18]([O-:20])=[O:19])[C:16]=1[CH3:17])[N:13]=[CH:12][N:11]=[C:10]2[Cl:3]. The yield is 0.700. (5) The reactants are C(OC(=O)[NH:7][C:8]1[CH:13]=[CH:12][CH:11]=[C:10]([O:14][C:15]2[CH:20]=[C:19]([F:21])[CH:18]=[C:17]([NH:22][C:23]3[CH:28]=[CH:27][C:26]([I:29])=[CH:25][C:24]=3[F:30])[C:16]=2[C:31](=[O:33])[NH2:32])[CH:9]=1)(C)(C)C.C(O)(C(F)(F)F)=O. The product is [NH2:7][C:8]1[CH:9]=[C:10]([CH:11]=[CH:12][CH:13]=1)[O:14][C:15]1[CH:20]=[C:19]([F:21])[CH:18]=[C:17]([NH:22][C:23]2[CH:28]=[CH:27][C:26]([I:29])=[CH:25][C:24]=2[F:30])[C:16]=1[C:31]([NH2:32])=[O:33]. The yield is 0.960. The catalyst is ClCCl. (6) The reactants are Br[C:2]1[S:6][C:5]2=[N:7][C:8]([C:10]3[CH:15]=[CH:14][C:13]([F:16])=[CH:12][CH:11]=3)=[CH:9][N:4]2[CH:3]=1.C([Li])CCC.[C:22](=[O:24])=[O:23]. The catalyst is C1COCC1.CCCCCC. The product is [F:16][C:13]1[CH:14]=[CH:15][C:10]([C:8]2[N:7]=[C:5]3[N:4]([CH:9]=2)[CH:3]=[C:2]([C:22]([OH:24])=[O:23])[S:6]3)=[CH:11][CH:12]=1. The yield is 0.100.